This data is from Forward reaction prediction with 1.9M reactions from USPTO patents (1976-2016). The task is: Predict the product of the given reaction. (1) Given the reactants [Cl:1][C:2]1[CH:3]=[C:4]([C:9]2[CH:13]=[C:12]([C:14]([N:16]3[CH2:20][C:19](=[O:21])[NH:18][CH2:17]3)=[O:15])[S:11][C:10]=2[C:22]2[CH:23]=[C:24]([C:29]#[N:30])[CH:25]=[C:26]([F:28])[CH:27]=2)[CH:5]=[CH:6][C:7]=1F.BrC1C=C(C(OCC)=O)SC=1Br, predict the reaction product. The product is: [Cl:1][C:2]1[CH:3]=[C:4]([C:9]2[CH:13]=[C:12]([C:14]([N:16]3[CH2:20][C:19](=[O:21])[NH:18][CH2:17]3)=[O:15])[S:11][C:10]=2[C:22]2[CH:23]=[C:24]([C:29]#[N:30])[CH:25]=[C:26]([F:28])[CH:27]=2)[CH:5]=[CH:6][CH:7]=1. (2) The product is: [CH3:1][O:2][C:3](=[O:29])[CH2:4][N:5]([S:39]([N:37]([C:33]1[CH:34]=[CH:35][CH:36]=[C:31]([F:30])[CH:32]=1)[CH3:38])(=[O:40])=[O:41])[CH2:6][C:7]1[CH:8]=[CH:9][C:10]([O:13][CH2:14][CH2:15][C:16]2[N:17]=[C:18]([C:22]3[CH:27]=[CH:26][C:25]([CH3:28])=[CH:24][CH:23]=3)[O:19][C:20]=2[CH3:21])=[CH:11][CH:12]=1. Given the reactants [CH3:1][O:2][C:3](=[O:29])[CH2:4][NH:5][CH2:6][C:7]1[CH:12]=[CH:11][C:10]([O:13][CH2:14][CH2:15][C:16]2[N:17]=[C:18]([C:22]3[CH:27]=[CH:26][C:25]([CH3:28])=[CH:24][CH:23]=3)[O:19][C:20]=2[CH3:21])=[CH:9][CH:8]=1.[F:30][C:31]1[CH:32]=[C:33]([N:37]([S:39](Cl)(=[O:41])=[O:40])[CH3:38])[CH:34]=[CH:35][CH:36]=1.C(N(CC)CC)C, predict the reaction product. (3) The product is: [C:30]([O:29][C:28](=[O:34])[NH:1][C@H:2]([CH2:3][OH:4])/[CH:5]=[CH:6]/[C:7]1[CH:8]=[CH:9][C:10]([Br:13])=[CH:11][CH:12]=1)([CH3:33])([CH3:32])[CH3:31]. Given the reactants [NH2:1][C@@H:2](/[CH:5]=[CH:6]/[C:7]1[CH:12]=[CH:11][C:10]([Br:13])=[CH:9][CH:8]=1)[CH2:3][OH:4].C(N(CC)C(C)C)(C)C.C1COCC1.[C:28](=O)([O:34]C(C)(C)C)[O:29][C:30]([CH3:33])([CH3:32])[CH3:31], predict the reaction product. (4) Given the reactants [Si]([O:8][C@H:9]([C:32]1[CH:41]=[CH:40][C:39]([OH:42])=[C:38]2[C:33]=1[CH:34]=[CH:35][C:36](=[O:43])[NH:37]2)[CH2:10][NH:11][CH2:12][C:13]1([OH:31])[CH2:18][CH2:17][N:16]([CH2:19][CH2:20][CH2:21][O:22][CH2:23][CH2:24][C:25]2[CH:30]=[CH:29][CH:28]=[CH:27][CH:26]=2)[CH2:15][CH2:14]1)(C(C)(C)C)(C)C.F.F.F.C(N(CC)CC)C, predict the reaction product. The product is: [OH:42][C:39]1[CH:40]=[CH:41][C:32]([C@@H:9]([OH:8])[CH2:10][NH:11][CH2:12][C:13]2([OH:31])[CH2:18][CH2:17][N:16]([CH2:19][CH2:20][CH2:21][O:22][CH2:23][CH2:24][C:25]3[CH:26]=[CH:27][CH:28]=[CH:29][CH:30]=3)[CH2:15][CH2:14]2)=[C:33]2[C:38]=1[NH:37][C:36](=[O:43])[CH:35]=[CH:34]2.